Dataset: Full USPTO retrosynthesis dataset with 1.9M reactions from patents (1976-2016). Task: Predict the reactants needed to synthesize the given product. Given the product [O:1]1[CH2:6][CH2:5][CH:4]([C:7]([NH:11][NH2:12])=[O:9])[CH2:3][CH2:2]1, predict the reactants needed to synthesize it. The reactants are: [O:1]1[CH2:6][CH2:5][CH:4]([C:7]([O:9]C)=O)[CH2:3][CH2:2]1.[NH2:11][NH2:12].